From a dataset of Forward reaction prediction with 1.9M reactions from USPTO patents (1976-2016). Predict the product of the given reaction. (1) Given the reactants [F:1][C:2]([F:22])([F:21])[C:3]([NH:5][C@H:6]1[C:15]2[C:10](=[C:11]([N+:18]([O-:20])=[O:19])[C:12]([CH:16]=O)=[CH:13][CH:14]=2)[CH2:9][CH2:8][CH2:7]1)=[O:4].[NH:23]1[CH2:28][CH2:27][CH2:26][CH2:25][CH2:24]1.[BH-](OC(C)=O)(OC(C)=O)OC(C)=O.[Na+], predict the reaction product. The product is: [F:1][C:2]([F:22])([F:21])[C:3]([NH:5][C@H:6]1[C:15]2[C:10](=[C:11]([N+:18]([O-:20])=[O:19])[C:12]([CH2:16][N:23]3[CH2:28][CH2:27][CH2:26][CH2:25][CH2:24]3)=[CH:13][CH:14]=2)[CH2:9][CH2:8][CH2:7]1)=[O:4]. (2) Given the reactants [Cl:1][C:2]1[C:11]([CH2:12][C:13]#[N:14])=[CH:10][CH:9]=[CH:8][C:3]=1[C:4]([O:6][CH3:7])=[O:5].[H-].[Na+].Br[CH2:18][CH2:19]Br.[Cl-].[NH4+], predict the reaction product. The product is: [Cl:1][C:2]1[C:11]([C:12]2([C:13]#[N:14])[CH2:19][CH2:18]2)=[CH:10][CH:9]=[CH:8][C:3]=1[C:4]([O:6][CH3:7])=[O:5]. (3) Given the reactants [C:1]1([P:7]([C:14]2[CH:19]=[CH:18][CH:17]=[CH:16][CH:15]=2)[C:8]2[CH:13]=[CH:12][CH:11]=[CH:10][CH:9]=2)[CH:6]=[CH:5][CH:4]=[CH:3][CH:2]=1.C1(CC[OH:28])C=CC=CC=1.CC(OC(/N=N/C(OC(C)C)=O)=O)C, predict the reaction product. The product is: [C:14]1([P:7](=[O:28])([C:1]2[CH:2]=[CH:3][CH:4]=[CH:5][CH:6]=2)[C:8]2[CH:13]=[CH:12][CH:11]=[CH:10][CH:9]=2)[CH:15]=[CH:16][CH:17]=[CH:18][CH:19]=1. (4) Given the reactants [NH2:1][C:2]1[N:7]=[C:6]([NH:8][C:9](=[O:19])[C:10]2[C:15]([Cl:16])=[CH:14][C:13]([Cl:17])=[CH:12][C:11]=2[Cl:18])[CH:5]=[CH:4][CH:3]=1.[CH3:20][N:21]1[CH2:26][CH2:25][C:24](=O)[CH2:23][CH2:22]1.C(O)(=O)C.C(O[BH-](OC(=O)C)OC(=O)C)(=O)C.[Na+], predict the reaction product. The product is: [Cl:16][C:15]1[CH:14]=[C:13]([Cl:17])[CH:12]=[C:11]([Cl:18])[C:10]=1[C:9]([NH:8][C:6]1[CH:5]=[CH:4][CH:3]=[C:2]([NH:1][CH:24]2[CH2:25][CH2:26][N:21]([CH3:20])[CH2:22][CH2:23]2)[N:7]=1)=[O:19]. (5) The product is: [CH3:10][O:11][C:12]([C:14]1[S:18][C:17]([NH:19][C:1](=[O:8])[C:2]2[CH:7]=[CH:6][CH:5]=[CH:4][CH:3]=2)=[N:16][CH:15]=1)=[O:13]. Given the reactants [C:1](Cl)(=[O:8])[C:2]1[CH:7]=[CH:6][CH:5]=[CH:4][CH:3]=1.[CH3:10][O:11][C:12]([C:14]1[S:18][C:17]([NH2:19])=[N:16][CH:15]=1)=[O:13].N1C=CC=CC=1, predict the reaction product. (6) Given the reactants [CH2:1]([NH:8][C:9]1[N:14]2[N:15]=[CH:16][C:17]([C:18](O)=[O:19])=[C:13]2[N:12]=[CH:11][C:10]=1[C:21]([N:23]1[CH2:28][CH2:27][C:26]2([C:32]3[CH:33]=[CH:34][CH:35]=[CH:36][C:31]=3[O:30][CH2:29]2)[CH2:25][CH2:24]1)=[O:22])[C:2]1[CH:7]=[CH:6][CH:5]=[CH:4][CH:3]=1.[CH:37]1([S:40]([NH2:43])(=[O:42])=[O:41])[CH2:39][CH2:38]1, predict the reaction product. The product is: [CH2:1]([NH:8][C:9]1[N:14]2[N:15]=[CH:16][C:17]([C:18]([NH:43][S:40]([CH:37]3[CH2:39][CH2:38]3)(=[O:42])=[O:41])=[O:19])=[C:13]2[N:12]=[CH:11][C:10]=1[C:21]([N:23]1[CH2:24][CH2:25][C:26]2([C:32]3[CH:33]=[CH:34][CH:35]=[CH:36][C:31]=3[O:30][CH2:29]2)[CH2:27][CH2:28]1)=[O:22])[C:2]1[CH:7]=[CH:6][CH:5]=[CH:4][CH:3]=1. (7) Given the reactants C(=O)(O)[O-:2].[Na+].[O-2:6].[Ce+3].[O-2:8].[O-2:9].[Ce+3].[NH2:11][C:12]1[CH:17]=[C:16]([NH2:18])[CH:15]=[CH:14][C:13]=1[CH3:19], predict the reaction product. The product is: [N+:11]([C:12]1[CH:17]=[C:16]([N+:18]([O-:2])=[O:9])[CH:15]=[CH:14][C:13]=1[CH3:19])([O-:8])=[O:6].